This data is from Reaction yield outcomes from USPTO patents with 853,638 reactions. The task is: Predict the reaction yield, written as a fraction of the theoretical maximum amount of product (1.0 means a 100% yield; for example, 0.34 means a 34% yield). (1) The reactants are [Br:1][C:2]1[CH:3]=[CH:4][C:5]([NH:19][C@@H:20]([CH3:23])[CH2:21]O)=[C:6]([NH:8][S:9]([C:12]2[CH:17]=[CH:16][C:15]([CH3:18])=[CH:14][CH:13]=2)(=[O:11])=[O:10])[CH:7]=1.C1(P(C2C=CC=CC=2)C2C=CC=CC=2)C=CC=CC=1.N(C(OC(C)C)=O)=NC(OC(C)C)=O. The catalyst is C1COCC1. The product is [Br:1][C:2]1[CH:7]=[C:6]2[C:5]([NH:19][C@@H:20]([CH3:23])[CH2:21][N:8]2[S:9]([C:12]2[CH:17]=[CH:16][C:15]([CH3:18])=[CH:14][CH:13]=2)(=[O:11])=[O:10])=[CH:4][CH:3]=1. The yield is 0.840. (2) The reactants are C(OC1C=CC=CC=1C([O-])=O)(C)C.[CH:14]([O:17][C:18]1[CH:19]=[C:20]([CH:27]=[C:28]([O:30][CH:31]([CH3:33])[CH3:32])[CH:29]=1)[C:21]([O:23]C(C)C)=[O:22])([CH3:16])[CH3:15].[OH-].[Li+].Cl. The catalyst is C1COCC1.O. The product is [CH:31]([O:30][C:28]1[CH:27]=[C:20]([CH:19]=[C:18]([O:17][CH:14]([CH3:16])[CH3:15])[CH:29]=1)[C:21]([OH:23])=[O:22])([CH3:33])[CH3:32]. The yield is 0.550. (3) The reactants are [F:1][C:2]1[CH:7]=[CH:6][C:5]([C:8]2[N:9]=[C:10]3[N:14]([C:15]=2[C:16]2[CH:21]=[CH:20][N:19]=[C:18]([NH:22][CH:23]4[CH2:28][CH2:27][N:26](C(OC(C)(C)C)=O)[CH2:25][CH2:24]4)[N:17]=2)[CH:13]=[CH:12][S:11]3)=[CH:4][C:3]=1[O:36][CH3:37].[ClH:38]. The catalyst is O1CCOCC1.CCOCC. The product is [ClH:38].[F:1][C:2]1[CH:7]=[CH:6][C:5]([C:8]2[N:9]=[C:10]3[N:14]([C:15]=2[C:16]2[CH:21]=[CH:20][N:19]=[C:18]([NH:22][CH:23]4[CH2:24][CH2:25][NH:26][CH2:27][CH2:28]4)[N:17]=2)[CH:13]=[CH:12][S:11]3)=[CH:4][C:3]=1[O:36][CH3:37]. The yield is 0.960.